From a dataset of NCI-60 drug combinations with 297,098 pairs across 59 cell lines. Regression. Given two drug SMILES strings and cell line genomic features, predict the synergy score measuring deviation from expected non-interaction effect. (1) Drug 1: CC1C(C(=O)NC(C(=O)N2CCCC2C(=O)N(CC(=O)N(C(C(=O)O1)C(C)C)C)C)C(C)C)NC(=O)C3=C4C(=C(C=C3)C)OC5=C(C(=O)C(=C(C5=N4)C(=O)NC6C(OC(=O)C(N(C(=O)CN(C(=O)C7CCCN7C(=O)C(NC6=O)C(C)C)C)C)C(C)C)C)N)C. Drug 2: CCC1=C2CN3C(=CC4=C(C3=O)COC(=O)C4(CC)O)C2=NC5=C1C=C(C=C5)O. Cell line: CAKI-1. Synergy scores: CSS=39.7, Synergy_ZIP=-1.32, Synergy_Bliss=1.17, Synergy_Loewe=-9.32, Synergy_HSA=1.20. (2) Drug 1: CS(=O)(=O)OCCCCOS(=O)(=O)C. Drug 2: C1C(C(OC1N2C=NC3=C2NC=NCC3O)CO)O. Cell line: ACHN. Synergy scores: CSS=0.0190, Synergy_ZIP=1.12, Synergy_Bliss=2.99, Synergy_Loewe=-0.508, Synergy_HSA=-0.0880.